Dataset: Catalyst prediction with 721,799 reactions and 888 catalyst types from USPTO. Task: Predict which catalyst facilitates the given reaction. (1) Reactant: [S:1]1[CH:5]=[CH:4][N:3]=[C:2]1[CH:6]=O.[CH2:8]([NH2:10])[CH3:9]. Product: [CH2:8]([NH:10][CH2:6][C:2]1[S:1][CH:5]=[CH:4][N:3]=1)[CH3:9]. The catalyst class is: 1. (2) Reactant: [CH2:1]([N:8]([CH2:18][C:19]1[CH:24]=[CH:23][CH:22]=[CH:21][CH:20]=1)[CH:9]1[CH2:14][CH2:13][CH:12]([C:15]([OH:17])=O)[CH2:11][CH2:10]1)[C:2]1[CH:7]=[CH:6][CH:5]=[CH:4][CH:3]=1.CN([C:28]([O:32][N:33]1N=NC2C=CC=N[C:34]1=2)=[N+](C)C)C.F[P-](F)(F)(F)(F)F.CCN(C(C)C)C(C)C.Cl.CNOC. Product: [CH2:18]([N:8]([CH2:1][C:2]1[CH:3]=[CH:4][CH:5]=[CH:6][CH:7]=1)[CH:9]1[CH2:10][CH2:11][CH:12]([C:15]([N:33]([O:32][CH3:28])[CH3:34])=[O:17])[CH2:13][CH2:14]1)[C:19]1[CH:20]=[CH:21][CH:22]=[CH:23][CH:24]=1. The catalyst class is: 18.